Task: Regression. Given two drug SMILES strings and cell line genomic features, predict the synergy score measuring deviation from expected non-interaction effect.. Dataset: NCI-60 drug combinations with 297,098 pairs across 59 cell lines (1) Drug 1: CC1CCC2CC(C(=CC=CC=CC(CC(C(=O)C(C(C(=CC(C(=O)CC(OC(=O)C3CCCCN3C(=O)C(=O)C1(O2)O)C(C)CC4CCC(C(C4)OC)OCCO)C)C)O)OC)C)C)C)OC. Drug 2: N.N.Cl[Pt+2]Cl. Cell line: NCI-H460. Synergy scores: CSS=50.5, Synergy_ZIP=-0.637, Synergy_Bliss=-0.301, Synergy_Loewe=-0.672, Synergy_HSA=0.933. (2) Drug 1: C1=CC(=CC=C1C#N)C(C2=CC=C(C=C2)C#N)N3C=NC=N3. Drug 2: COCCOC1=C(C=C2C(=C1)C(=NC=N2)NC3=CC=CC(=C3)C#C)OCCOC.Cl. Cell line: NCI-H322M. Synergy scores: CSS=16.3, Synergy_ZIP=-1.34, Synergy_Bliss=-0.712, Synergy_Loewe=-8.18, Synergy_HSA=-2.30. (3) Drug 2: CC1CCC2CC(C(=CC=CC=CC(CC(C(=O)C(C(C(=CC(C(=O)CC(OC(=O)C3CCCCN3C(=O)C(=O)C1(O2)O)C(C)CC4CCC(C(C4)OC)OCCO)C)C)O)OC)C)C)C)OC. Cell line: CAKI-1. Drug 1: CC1=CC2C(CCC3(C2CCC3(C(=O)C)OC(=O)C)C)C4(C1=CC(=O)CC4)C. Synergy scores: CSS=16.8, Synergy_ZIP=-5.59, Synergy_Bliss=-8.32, Synergy_Loewe=-34.3, Synergy_HSA=-11.3. (4) Drug 1: CC=C1C(=O)NC(C(=O)OC2CC(=O)NC(C(=O)NC(CSSCCC=C2)C(=O)N1)C(C)C)C(C)C. Drug 2: CC(C)CN1C=NC2=C1C3=CC=CC=C3N=C2N. Cell line: HS 578T. Synergy scores: CSS=70.2, Synergy_ZIP=1.06, Synergy_Bliss=-0.0651, Synergy_Loewe=-34.4, Synergy_HSA=2.39. (5) Drug 1: C1CN(P(=O)(OC1)NCCCl)CCCl. Drug 2: CC12CCC3C(C1CCC2OP(=O)(O)O)CCC4=C3C=CC(=C4)OC(=O)N(CCCl)CCCl.[Na+]. Cell line: UACC62. Synergy scores: CSS=1.42, Synergy_ZIP=-0.354, Synergy_Bliss=3.08, Synergy_Loewe=-3.33, Synergy_HSA=-1.70. (6) Drug 1: C1=CC=C(C(=C1)C(C2=CC=C(C=C2)Cl)C(Cl)Cl)Cl. Drug 2: CC(C)CN1C=NC2=C1C3=CC=CC=C3N=C2N. Cell line: MOLT-4. Synergy scores: CSS=0.999, Synergy_ZIP=4.26, Synergy_Bliss=5.13, Synergy_Loewe=1.13, Synergy_HSA=0.0899. (7) Drug 1: CC1C(C(CC(O1)OC2CC(CC3=C2C(=C4C(=C3O)C(=O)C5=C(C4=O)C(=CC=C5)OC)O)(C(=O)C)O)N)O.Cl. Drug 2: C1=CC(=CC=C1CCCC(=O)O)N(CCCl)CCCl. Cell line: CAKI-1. Synergy scores: CSS=57.6, Synergy_ZIP=-8.73, Synergy_Bliss=-4.16, Synergy_Loewe=-33.1, Synergy_HSA=0.718. (8) Drug 1: CC1=C(N=C(N=C1N)C(CC(=O)N)NCC(C(=O)N)N)C(=O)NC(C(C2=CN=CN2)OC3C(C(C(C(O3)CO)O)O)OC4C(C(C(C(O4)CO)O)OC(=O)N)O)C(=O)NC(C)C(C(C)C(=O)NC(C(C)O)C(=O)NCCC5=NC(=CS5)C6=NC(=CS6)C(=O)NCCC[S+](C)C)O. Drug 2: COC1=C2C(=CC3=C1OC=C3)C=CC(=O)O2. Cell line: SK-MEL-28. Synergy scores: CSS=4.89, Synergy_ZIP=-1.47, Synergy_Bliss=-1.96, Synergy_Loewe=-8.18, Synergy_HSA=-3.27. (9) Cell line: RPMI-8226. Drug 2: CC12CCC3C(C1CCC2O)C(CC4=C3C=CC(=C4)O)CCCCCCCCCS(=O)CCCC(C(F)(F)F)(F)F. Synergy scores: CSS=-4.80, Synergy_ZIP=5.19, Synergy_Bliss=5.24, Synergy_Loewe=-3.39, Synergy_HSA=-2.28. Drug 1: CS(=O)(=O)CCNCC1=CC=C(O1)C2=CC3=C(C=C2)N=CN=C3NC4=CC(=C(C=C4)OCC5=CC(=CC=C5)F)Cl. (10) Drug 1: C1CC(C1)(C(=O)O)C(=O)O.[NH2-].[NH2-].[Pt+2]. Drug 2: C1=NC(=NC(=O)N1C2C(C(C(O2)CO)O)O)N. Cell line: OVCAR3. Synergy scores: CSS=16.0, Synergy_ZIP=-0.249, Synergy_Bliss=4.53, Synergy_Loewe=-19.1, Synergy_HSA=-4.33.